Dataset: NCI-60 drug combinations with 297,098 pairs across 59 cell lines. Task: Regression. Given two drug SMILES strings and cell line genomic features, predict the synergy score measuring deviation from expected non-interaction effect. (1) Drug 1: CC1OCC2C(O1)C(C(C(O2)OC3C4COC(=O)C4C(C5=CC6=C(C=C35)OCO6)C7=CC(=C(C(=C7)OC)O)OC)O)O. Drug 2: CN(CCCl)CCCl.Cl. Cell line: UACC-257. Synergy scores: CSS=-1.16, Synergy_ZIP=-0.466, Synergy_Bliss=-1.35, Synergy_Loewe=-7.46, Synergy_HSA=-4.79. (2) Drug 1: C1=NC(=NC(=O)N1C2C(C(C(O2)CO)O)O)N. Drug 2: C1=CC=C(C=C1)NC(=O)CCCCCCC(=O)NO. Cell line: SK-MEL-5. Synergy scores: CSS=28.8, Synergy_ZIP=-6.54, Synergy_Bliss=-1.49, Synergy_Loewe=-3.43, Synergy_HSA=-0.339. (3) Drug 1: COC1=CC(=CC(=C1O)OC)C2C3C(COC3=O)C(C4=CC5=C(C=C24)OCO5)OC6C(C(C7C(O6)COC(O7)C8=CC=CS8)O)O. Drug 2: CC1C(C(CC(O1)OC2CC(CC3=C2C(=C4C(=C3O)C(=O)C5=C(C4=O)C(=CC=C5)OC)O)(C(=O)CO)O)N)O.Cl. Cell line: A498. Synergy scores: CSS=50.2, Synergy_ZIP=-7.25, Synergy_Bliss=-5.11, Synergy_Loewe=-1.03, Synergy_HSA=0.0727. (4) Synergy scores: CSS=43.8, Synergy_ZIP=6.83, Synergy_Bliss=7.37, Synergy_Loewe=-41.5, Synergy_HSA=-4.78. Drug 2: C1=CC=C(C(=C1)C(C2=CC=C(C=C2)Cl)C(Cl)Cl)Cl. Drug 1: CC1C(C(CC(O1)OC2CC(CC3=C2C(=C4C(=C3O)C(=O)C5=C(C4=O)C(=CC=C5)OC)O)(C(=O)CO)O)N)O.Cl. Cell line: HL-60(TB). (5) Drug 1: CC1CCC2CC(C(=CC=CC=CC(CC(C(=O)C(C(C(=CC(C(=O)CC(OC(=O)C3CCCCN3C(=O)C(=O)C1(O2)O)C(C)CC4CCC(C(C4)OC)OCCO)C)C)O)OC)C)C)C)OC. Drug 2: CC12CCC3C(C1CCC2OP(=O)(O)O)CCC4=C3C=CC(=C4)OC(=O)N(CCCl)CCCl.[Na+]. Cell line: UO-31. Synergy scores: CSS=49.0, Synergy_ZIP=-0.520, Synergy_Bliss=-6.71, Synergy_Loewe=-13.2, Synergy_HSA=-7.68. (6) Drug 1: CCCCC(=O)OCC(=O)C1(CC(C2=C(C1)C(=C3C(=C2O)C(=O)C4=C(C3=O)C=CC=C4OC)O)OC5CC(C(C(O5)C)O)NC(=O)C(F)(F)F)O. Drug 2: CCN(CC)CCCC(C)NC1=C2C=C(C=CC2=NC3=C1C=CC(=C3)Cl)OC. Cell line: OVCAR-8. Synergy scores: CSS=59.7, Synergy_ZIP=-4.66, Synergy_Bliss=0.0752, Synergy_Loewe=-3.13, Synergy_HSA=2.48.